This data is from Forward reaction prediction with 1.9M reactions from USPTO patents (1976-2016). The task is: Predict the product of the given reaction. (1) Given the reactants [F:1][C:2]1[CH:3]=[C:4]([C@H:8]([N:13]2[C:21]3[C:16](=[CH:17][CH:18]=[CH:19][CH:20]=3)[CH:15]=[CH:14]2)[C@H:9]([OH:12])[CH2:10]O)[CH:5]=[CH:6][CH:7]=1.C1(C)C=CC(S(Cl)(=O)=O)=CC=1.[N:33]1[CH:38]=[CH:37][CH:36]=CC=1, predict the reaction product. The product is: [CH:38]1([NH:33][CH2:10][C@@H:9]([OH:12])[C@H:8]([C:4]2[CH:5]=[CH:6][CH:7]=[C:2]([F:1])[CH:3]=2)[N:13]2[C:21]3[C:16](=[CH:17][CH:18]=[CH:19][CH:20]=3)[CH:15]=[CH:14]2)[CH2:36][CH2:37]1. (2) The product is: [CH3:1][O:2][C:3]1[C:4]([N:9]2[CH2:14][CH2:13][N:12]([CH2:15][CH2:16][CH2:17][C:18]3[C:26]4[C:21](=[CH:22][CH:23]=[C:24]([NH2:27])[CH:25]=4)[NH:20][CH:19]=3)[CH2:11][CH2:10]2)=[N:5][CH:6]=[N:7][CH:8]=1. Given the reactants [CH3:1][O:2][C:3]1[C:4]([N:9]2[CH2:14][CH2:13][N:12]([CH2:15][CH2:16][CH2:17][C:18]3[C:26]4[C:21](=[CH:22][CH:23]=[C:24]([N+:27]([O-])=O)[CH:25]=4)[NH:20][CH:19]=3)[CH2:11][CH2:10]2)=[N:5][CH:6]=[N:7][CH:8]=1, predict the reaction product.